The task is: Predict the reaction yield, written as a fraction of the theoretical maximum amount of product (1.0 means a 100% yield; for example, 0.34 means a 34% yield).. This data is from Reaction yield outcomes from USPTO patents with 853,638 reactions. (1) The reactants are [NH2:1][C:2]1[CH:7]=[CH:6][C:5]([OH:8])=[CH:4][C:3]=1[N+:9]([O-:11])=[O:10].Br[CH2:13][CH2:14][CH:15]([CH3:17])[CH3:16].O[Li].O. The catalyst is CCO. The product is [CH3:16][CH:15]([CH3:17])[CH2:14][CH2:13][O:8][C:5]1[CH:6]=[CH:7][C:2]([NH2:1])=[C:3]([N+:9]([O-:11])=[O:10])[CH:4]=1. The yield is 0.910. (2) The reactants are Br[C:2]1[C:10]2[C:9]([Cl:11])=[N:8][CH:7]=[N:6][C:5]=2[N:4]([CH2:12][O:13][CH2:14][CH2:15][Si:16]([CH3:19])([CH3:18])[CH3:17])[CH:3]=1.[CH3:20][O:21][C:22]1[CH:23]=[C:24]([SH:28])[CH:25]=[CH:26][CH:27]=1.C(=O)([O-])[O-].[K+].[K+]. The catalyst is CN(C)C=O.[Cu]I. The product is [Cl:11][C:9]1[C:10]2[C:2]([S:28][C:24]3[CH:25]=[CH:26][CH:27]=[C:22]([O:21][CH3:20])[CH:23]=3)=[CH:3][N:4]([CH2:12][O:13][CH2:14][CH2:15][Si:16]([CH3:19])([CH3:18])[CH3:17])[C:5]=2[N:6]=[CH:7][N:8]=1. The yield is 0.700. (3) The reactants are [CH3:1][C:2]1[N:7]=[C:6]2[S:8][C:9]3[CH2:14][CH2:13][CH2:12][CH2:11][C:10]=3[C:5]2=[C:4]([C:15]2[CH:20]=[CH:19][C:18]([O:21][CH3:22])=[C:17]([O:23][CH3:24])[CH:16]=2)[C:3]=1[CH:25]([CH2:30][CH2:31][CH3:32])[C:26]([O:28]C)=[O:27].[OH-].[Na+]. The catalyst is CO. The product is [CH3:1][C:2]1[N:7]=[C:6]2[S:8][C:9]3[CH2:14][CH2:13][CH2:12][CH2:11][C:10]=3[C:5]2=[C:4]([C:15]2[CH:20]=[CH:19][C:18]([O:21][CH3:22])=[C:17]([O:23][CH3:24])[CH:16]=2)[C:3]=1[CH:25]([CH2:30][CH2:31][CH3:32])[C:26]([OH:28])=[O:27]. The yield is 0.360. (4) The reactants are [CH2:1]([C@H:8]1[CH2:13][N:12]([C:14]2[CH:19]=[CH:18][C:17]([O:20][CH3:21])=[C:16]([O:22][CH:23]3[CH2:27][CH2:26][CH2:25][CH2:24]3)[CH:15]=2)[CH2:11][CH2:10][N:9]1[C:28](=[O:35])[CH2:29][C:30]1[N:31]=[CH:32][NH:33][CH:34]=1)[C:2]1[CH:7]=[CH:6][CH:5]=[CH:4][CH:3]=1.Br[CH:37]([CH3:39])[CH3:38]. No catalyst specified. The product is [CH2:1]([C@H:8]1[CH2:13][N:12]([C:14]2[CH:19]=[CH:18][C:17]([O:20][CH3:21])=[C:16]([O:22][CH:23]3[CH2:27][CH2:26][CH2:25][CH2:24]3)[CH:15]=2)[CH2:11][CH2:10][N:9]1[C:28](=[O:35])[CH2:29][C:30]1[N:31]=[CH:32][N:33]([CH:37]([CH3:39])[CH3:38])[CH:34]=1)[C:2]1[CH:3]=[CH:4][CH:5]=[CH:6][CH:7]=1. The yield is 0.200.